Predict the reaction yield, written as a fraction of the theoretical maximum amount of product (1.0 means a 100% yield; for example, 0.34 means a 34% yield). From a dataset of Reaction yield outcomes from USPTO patents with 853,638 reactions. (1) The reactants are C[O:2][CH2:3][C@H:4]([CH3:35])[O:5][C:6]1[CH:7]=[C:8]([C:23]2[NH:27][C:26]([C:28]3[O:29][C@@H:30]([CH2:33][OH:34])[CH2:31][N:32]=3)=[CH:25][CH:24]=2)[CH:9]=[C:10]([O:12][C:13]2[CH:18]=[N:17][C:16]([S:19]([CH3:22])(=[O:21])=[O:20])=[CH:15][N:14]=2)[CH:11]=1.B(Br)(Br)Br.C(=O)([O-])O.[Na+]. The catalyst is C(Cl)Cl. The product is [OH:34][CH2:33][C@@H:30]1[O:29][C:28]([C:26]2[NH:27][C:23]([C:8]3[CH:7]=[C:6]([CH:11]=[C:10]([O:12][C:13]4[CH:18]=[N:17][C:16]([S:19]([CH3:22])(=[O:21])=[O:20])=[CH:15][N:14]=4)[CH:9]=3)[O:5][C@@H:4]([CH3:35])[CH2:3][OH:2])=[CH:24][CH:25]=2)=[N:32][CH2:31]1. The yield is 0.660. (2) The reactants are C(O)(=O)C.Br.C(OP([N:14]1[CH2:27][CH2:26][N:25]([S:28]([C:31]2[CH:36]=[CH:35][CH:34]=[CH:33][C:32]=2[N+:37]([O-:39])=[O:38])(=[O:30])=[O:29])[CH2:24][CH2:23][CH2:22][C:21]([F:41])([F:40])[CH2:20][CH2:19][CH2:18][N:17]([S:42]([C:45]2[CH:50]=[CH:49][CH:48]=[CH:47][C:46]=2[N+:51]([O-:53])=[O:52])(=[O:44])=[O:43])[CH2:16][CH2:15]1)(=O)OCC)C. The catalyst is C(OCC)C. The product is [F:41][C:21]1([F:40])[CH2:22][CH2:23][CH2:24][N:25]([S:28]([C:31]2[CH:36]=[CH:35][CH:34]=[CH:33][C:32]=2[N+:37]([O-:39])=[O:38])(=[O:30])=[O:29])[CH2:26][CH2:27][NH:14][CH2:15][CH2:16][N:17]([S:42]([C:45]2[CH:50]=[CH:49][CH:48]=[CH:47][C:46]=2[N+:51]([O-:53])=[O:52])(=[O:43])=[O:44])[CH2:18][CH2:19][CH2:20]1. The yield is 0.940. (3) No catalyst specified. The product is [Cl:11][C:4]1[N:3]=[C:2]([S:20][CH2:17][C:16]2[CH:24]=[CH:23][C:27]([O:26][CH3:25])=[CH:14][CH:15]=2)[C:7]([N+:8]([O-:10])=[O:9])=[CH:6][CH:5]=1. The reactants are Cl[C:2]1[C:7]([N+:8]([O-:10])=[O:9])=[CH:6][CH:5]=[C:4]([Cl:11])[N:3]=1.CO[C:14]1C=C[C:17]([SH:20])=[CH:16][CH:15]=1.[H-].[Na+].[CH2:23]1[CH2:27][O:26][CH2:25][CH2:24]1. The yield is 0.745. (4) The reactants are [OH:1][CH:2]([C:7]1[CH:12]=[CH:11][CH:10]=[CH:9][C:8]=1[S:13]([N:16]1[CH2:20][CH2:19][CH2:18][CH2:17]1)(=[O:15])=[O:14])S([O-])(=O)=O.[Na+].C(=O)([O-])[O-].[Na+].[Na+]. The catalyst is C1COCC1.O. The product is [N:16]1([S:13]([C:8]2[CH:9]=[CH:10][CH:11]=[CH:12][C:7]=2[CH:2]=[O:1])(=[O:15])=[O:14])[CH2:17][CH2:18][CH2:19][CH2:20]1. The yield is 0.850. (5) The reactants are [Cl-].O[NH3+:3].[C:4](=[O:7])([O-])[OH:5].[Na+].CS(C)=O.[CH:13]1([CH2:16][O:17][C:18]2[CH:23]=[CH:22][C:21]([N:24]3[C:29](=[O:30])[C:28]([CH2:31][C:32]4[CH:37]=[CH:36][C:35]([C:38]5[C:39]([C:44]#[N:45])=[CH:40][CH:41]=[CH:42][CH:43]=5)=[CH:34][CH:33]=4)=[C:27]([CH2:46][CH2:47][CH3:48])[N:26]=[C:25]3[CH3:49])=[CH:20][C:19]=2[F:50])[CH2:15][CH2:14]1. The catalyst is C(OCC)(=O)C.O. The product is [CH:13]1([CH2:16][O:17][C:18]2[CH:23]=[CH:22][C:21]([N:24]3[C:29](=[O:30])[C:28]([CH2:31][C:32]4[CH:37]=[CH:36][C:35]([C:38]5[CH:43]=[CH:42][CH:41]=[CH:40][C:39]=5[C:44]5[NH:3][C:4](=[O:7])[O:5][N:45]=5)=[CH:34][CH:33]=4)=[C:27]([CH2:46][CH2:47][CH3:48])[N:26]=[C:25]3[CH3:49])=[CH:20][C:19]=2[F:50])[CH2:15][CH2:14]1. The yield is 0.700.